This data is from Full USPTO retrosynthesis dataset with 1.9M reactions from patents (1976-2016). The task is: Predict the reactants needed to synthesize the given product. Given the product [F:30][CH:15]1[C:14]2[CH:13]=[CH:12][CH:11]=[C:10]([C:2]3[NH:1][C:9]4[CH:8]=[CH:7][N:6]=[CH:5][C:4]=4[N:3]=3)[C:22]=2[C:21]2[C:16]1=[CH:17][CH:18]=[CH:19][CH:20]=2, predict the reactants needed to synthesize it. The reactants are: [N:1]1[C:9]2[CH:8]=[CH:7][N:6]=[CH:5][C:4]=2[NH:3][C:2]=1[C:10]1[C:22]2[C:21]3[C:16](=[CH:17][CH:18]=[CH:19][CH:20]=3)[CH:15](O)[C:14]=2[CH:13]=[CH:12][CH:11]=1.C(N(S(F)(F)[F:30])CC)C.C(=O)([O-])O.[Na+].